From a dataset of Forward reaction prediction with 1.9M reactions from USPTO patents (1976-2016). Predict the product of the given reaction. Given the reactants [CH:1]1([CH2:4][NH:5][C:6]2[CH:11]=[CH:10][C:9]([O:12][CH3:13])=[CH:8][C:7]=2[N+:14]([O-])=O)[CH2:3][CH2:2]1, predict the reaction product. The product is: [CH:1]1([CH2:4][NH:5][C:6]2[C:7]([NH2:14])=[CH:8][C:9]([O:12][CH3:13])=[CH:10][CH:11]=2)[CH2:2][CH2:3]1.